Dataset: Forward reaction prediction with 1.9M reactions from USPTO patents (1976-2016). Task: Predict the product of the given reaction. (1) The product is: [NH2:1][C:2]1[C:3]([C:9]([NH:11][C:12]2[CH:13]=[N:14][CH:15]=[CH:16][CH:17]=2)=[O:10])=[N:4][C:5]([C:29]2[CH:30]=[CH:31][C:26]([S:23]([N:18]3[CH2:19][CH2:20][CH2:21][CH2:22]3)(=[O:25])=[O:24])=[CH:27][CH:28]=2)=[CH:6][N:7]=1. Given the reactants [NH2:1][C:2]1[C:3]([C:9]([NH:11][C:12]2[CH:13]=[N:14][CH:15]=[CH:16][CH:17]=2)=[O:10])=[N:4][C:5](Br)=[CH:6][N:7]=1.[N:18]1([S:23]([C:26]2[CH:31]=[CH:30][C:29](B(O)O)=[CH:28][CH:27]=2)(=[O:25])=[O:24])[CH2:22][CH2:21][CH2:20][CH2:19]1.C(=O)([O-])[O-].[Na+].[Na+], predict the reaction product. (2) Given the reactants [C:1]([O:5][C:6](=[O:17])[NH:7][CH:8]1[CH2:13][CH2:12][N:11]([CH2:14][CH2:15]O)[CH2:10][CH2:9]1)([CH3:4])([CH3:3])[CH3:2].[CH3:18][CH:19]1[CH2:24][CH2:23][NH:22][CH2:21][CH2:20]1.CCN(C(C)C)C(C)C.[I-].C(C[P+](C)(C)C)#N.C([O-])([O-])=O.[K+].[K+], predict the reaction product. The product is: [C:1]([O:5][C:6](=[O:17])[NH:7][CH:8]1[CH2:13][CH2:12][N:11]([CH2:14][CH2:15][N:22]2[CH2:23][CH2:24][CH:19]([CH3:18])[CH2:20][CH2:21]2)[CH2:10][CH2:9]1)([CH3:4])([CH3:3])[CH3:2]. (3) Given the reactants Cl.[F:2][C:3]([F:19])([F:18])[C:4]1[CH:9]=[CH:8][CH:7]=[CH:6][C:5]=1[N:10]1[CH2:17][C@@H:16]2[C@@H:12]([CH2:13][NH:14][CH2:15]2)[CH2:11]1.[Br:20][C:21]1[CH:22]=[CH:23][C:24]2[N:25]([C:27]([C:30]([O-])=[O:31])=[N:28][N:29]=2)[CH:26]=1.[Na+].CCN=C=NCCCN(C)C.C1C=CC2N(O)N=NC=2C=1.CCN(C(C)C)C(C)C, predict the reaction product. The product is: [Br:20][C:21]1[CH:22]=[CH:23][C:24]2[N:25]([C:27]([C:30]([N:14]3[CH2:13][C@@H:12]4[C@@H:16]([CH2:17][N:10]([C:5]5[CH:6]=[CH:7][CH:8]=[CH:9][C:4]=5[C:3]([F:18])([F:2])[F:19])[CH2:11]4)[CH2:15]3)=[O:31])=[N:28][N:29]=2)[CH:26]=1. (4) Given the reactants C(=O)([O-])[O-].[Cs+].[Cs+].CC(O)(C)C.[CH2:12]1[O:21][C:15]2([CH2:20][CH2:19][NH:18][CH2:17][CH2:16]2)[O:14][CH2:13]1.[CH3:22][O:23][C:24](=[O:32])[C:25]1[CH:30]=[CH:29][CH:28]=[C:27](Br)[CH:26]=1, predict the reaction product. The product is: [CH3:22][O:23][C:24](=[O:32])[C:25]1[CH:30]=[CH:29][CH:28]=[C:27]([N:18]2[CH2:19][CH2:20][C:15]3([O:21][CH2:12][CH2:13][O:14]3)[CH2:16][CH2:17]2)[CH:26]=1. (5) Given the reactants [O:1]=[C:2]1[N:6]([C:7]2[CH:8]=[CH:9][C:10]3[C:16](=[O:17])[CH2:15][CH2:14][CH2:13][CH2:12][C:11]=3[CH:18]=2)[CH2:5][C@H:4]([CH2:19][NH:20][C:21](=[O:23])[CH3:22])[O:3]1.[CH:24](=O)[C:25]1[CH:30]=[CH:29][CH:28]=[CH:27][CH:26]=1.N1CCCCC1, predict the reaction product. The product is: [CH:24](=[C:15]1[CH2:14][CH2:13][CH2:12][C:11]2[CH:18]=[C:7]([N:6]3[CH2:5][C@H:4]([CH2:19][NH:20][C:21](=[O:23])[CH3:22])[O:3][C:2]3=[O:1])[CH:8]=[CH:9][C:10]=2[C:16]1=[O:17])[C:25]1[CH:30]=[CH:29][CH:28]=[CH:27][CH:26]=1. (6) Given the reactants [Cl:1][C:2]1[C:7]([C:8]2[O:9][C:10]3[CH:16]=[CH:15][CH:14]=[CH:13][C:11]=3[N:12]=2)=[CH:6][C:5]([N+:17]([O-])=O)=[C:4]([NH:20][CH:21]2[CH2:26][CH2:25][O:24][CH2:23][CH2:22]2)[CH:3]=1, predict the reaction product. The product is: [Cl:1][C:2]1[C:7]([C:8]2[O:9][C:10]3[CH:16]=[CH:15][CH:14]=[CH:13][C:11]=3[N:12]=2)=[CH:6][C:5]([NH2:17])=[C:4]([NH:20][CH:21]2[CH2:26][CH2:25][O:24][CH2:23][CH2:22]2)[CH:3]=1.